Dataset: Reaction yield outcomes from USPTO patents with 853,638 reactions. Task: Predict the reaction yield, written as a fraction of the theoretical maximum amount of product (1.0 means a 100% yield; for example, 0.34 means a 34% yield). (1) No catalyst specified. The reactants are [CH2:1]1[C:3]([NH2:7])([C:4]([OH:6])=[O:5])[CH2:2]1.[C:8]([O:16][CH2:17][CH2:18][O:19][C:20](ON1C(=O)CCC1=O)=[O:21])(=[O:15])[C:9]1[CH:14]=[CH:13][CH:12]=[CH:11][CH:10]=1. The product is [C:9]1([C:8]([O:16][CH2:17][CH2:18][O:19][C:20]([NH:7][C:3]2([C:4]([OH:6])=[O:5])[CH2:2][CH2:1]2)=[O:21])=[O:15])[CH:10]=[CH:11][CH:12]=[CH:13][CH:14]=1. The yield is 0.350. (2) The yield is 1.00. The product is [NH:8]1[CH2:9][CH:10]=[C:11]([C:14]2[CH:15]=[CH:16][C:17]([NH:20][C:21]([N:23]3[CH2:24][CH2:25][CH:26]([C:29]4[C:38]5[C:33](=[CH:34][C:35]([O:41][CH3:42])=[C:36]([O:39][CH3:40])[CH:37]=5)[N:32]=[CH:31][N:30]=4)[CH2:27][CH2:28]3)=[O:22])=[CH:18][CH:19]=2)[CH2:12][CH2:13]1. The catalyst is C(O)(C(F)(F)F)=O.C(Cl)Cl. The reactants are C(OC([N:8]1[CH2:13][CH:12]=[C:11]([C:14]2[CH:19]=[CH:18][C:17]([NH:20][C:21]([N:23]3[CH2:28][CH2:27][CH:26]([C:29]4[C:38]5[C:33](=[CH:34][C:35]([O:41][CH3:42])=[C:36]([O:39][CH3:40])[CH:37]=5)[N:32]=[CH:31][N:30]=4)[CH2:25][CH2:24]3)=[O:22])=[CH:16][CH:15]=2)[CH2:10][CH2:9]1)=O)(C)(C)C.